This data is from Full USPTO retrosynthesis dataset with 1.9M reactions from patents (1976-2016). The task is: Predict the reactants needed to synthesize the given product. (1) Given the product [CH3:36][O:35][C:29]1[CH:28]=[C:27]([CH:32]=[CH:31][C:30]=1[O:33][CH3:34])[CH2:26][NH:25][C:24]([C:22]1[S:23][C:17]2[N:16]([CH3:38])[C:15](=[O:39])[N:14]([CH2:13][C:10]3[CH:11]=[CH:12][C:7]([C:6]([OH:40])=[O:5])=[CH:8][CH:9]=3)[C:19](=[O:20])[C:18]=2[CH:21]=1)=[O:37], predict the reactants needed to synthesize it. The reactants are: C([O:5][C:6](=[O:40])[C:7]1[CH:12]=[CH:11][C:10]([CH2:13][N:14]2[C:19](=[O:20])[C:18]3[CH:21]=[C:22]([C:24](=[O:37])[NH:25][CH2:26][C:27]4[CH:32]=[CH:31][C:30]([O:33][CH3:34])=[C:29]([O:35][CH3:36])[CH:28]=4)[S:23][C:17]=3[N:16]([CH3:38])[C:15]2=[O:39])=[CH:9][CH:8]=1)(C)(C)C. (2) Given the product [N:2]1[NH:27][N:28]=[N:29][C:1]=1[C:3]1[CH:8]=[CH:7][N:6]2[C:9]([C:12]3[CH:13]=[C:14]([NH:18][C:19]([NH:21][CH2:22][C:23]([F:26])([F:25])[F:24])=[O:20])[CH:15]=[CH:16][CH:17]=3)=[CH:10][N:11]=[C:5]2[CH:4]=1, predict the reactants needed to synthesize it. The reactants are: [C:1]([C:3]1[CH:8]=[CH:7][N:6]2[C:9]([C:12]3[CH:13]=[C:14]([NH:18][C:19]([NH:21][CH2:22][C:23]([F:26])([F:25])[F:24])=[O:20])[CH:15]=[CH:16][CH:17]=3)=[CH:10][N:11]=[C:5]2[CH:4]=1)#[N:2].[N-:27]=[N+:28]=[N-:29].[Na+].[Cl-].[NH4+]. (3) Given the product [F:3][C:4]1[CH:5]=[CH:6][C:7]([NH:8][C:9]([N:11]([CH3:35])[C:12]2[CH:34]=[CH:33][C:15]([O:16][C:17]3[C:26]4[C:21](=[CH:22][C:23]([O:31][CH3:32])=[C:24]([C:27]([OH:29])=[O:28])[CH:25]=4)[N:20]=[CH:19][CH:18]=3)=[CH:14][CH:13]=2)=[O:10])=[CH:36][CH:37]=1, predict the reactants needed to synthesize it. The reactants are: [OH-].[Na+].[F:3][C:4]1[CH:37]=[CH:36][C:7]([NH:8][C:9]([N:11]([CH3:35])[C:12]2[CH:34]=[CH:33][C:15]([O:16][C:17]3[C:26]4[C:21](=[CH:22][C:23]([O:31][CH3:32])=[C:24]([C:27]([O:29]C)=[O:28])[CH:25]=4)[N:20]=[CH:19][CH:18]=3)=[CH:14][CH:13]=2)=[O:10])=[CH:6][CH:5]=1.Cl. (4) Given the product [CH3:2][N:3]1[C:7]2[C:8]([C:12](=[O:46])[CH2:13][N:14]3[C:23](=[O:24])[C:22]4[N:21]([CH2:25][C:26]#[C:27][CH3:28])[C:20]([N:29]5[CH2:34][CH2:33][CH2:32][C@@H:31]([NH2:35])[CH2:30]5)=[N:19][C:18]=4[N:17]([CH:43]4[CH2:44][CH2:45]4)[C:15]3=[O:16])=[CH:9][CH:10]=[CH:11][C:6]=2[O:5][C:4]1=[O:47], predict the reactants needed to synthesize it. The reactants are: Cl.[CH3:2][N:3]1[C:7]2[C:8]([C:12](=[O:46])[CH2:13][N:14]3[C:23](=[O:24])[C:22]4[N:21]([CH2:25][C:26]#[C:27][CH3:28])[C:20]([N:29]5[CH2:34][CH2:33][CH2:32][C@@H:31]([NH:35]C(OC(C)(C)C)=O)[CH2:30]5)=[N:19][C:18]=4[N:17]([CH:43]4[CH2:45][CH2:44]4)[C:15]3=[O:16])=[CH:9][CH:10]=[CH:11][C:6]=2[O:5][C:4]1=[O:47].[OH-].[Na+]. (5) The reactants are: [O:1]1[CH2:6][CH:5]=C(B2OC(C)(C)C(C)(C)O2)[CH2:3][CH2:2]1.FC(F)(F)S(O[C:22]1[CH:35]=[C:34]2[C:25]([O:26][C:27]3[CH:28]=[CH:29][C:30]([NH2:42])=[CH:31][C:32]=3[C@:33]32[CH2:40][CH2:39][O:38][C:37]([NH2:41])=[N:36]3)=[C:24]([F:43])[CH:23]=1)(=O)=O.[C:46](=O)([O-])[O-].[Na+].[Na+]. Given the product [O:1]1[CH2:6][CH:5]=[C:23]([C:22]2[CH:46]=[C:24]([F:43])[C:25]3[O:26][C:27]4[C:32](=[CH:31][C:30]([NH2:42])=[CH:29][CH:28]=4)[C@@:33]4([CH2:40][CH2:39][O:38][C:37]([NH2:41])=[N:36]4)[C:34]=3[CH:35]=2)[CH2:3][CH2:2]1, predict the reactants needed to synthesize it. (6) Given the product [ClH:18].[NH2:14][CH2:13][CH:5]([CH2:6][C:7]([CH3:11])([CH3:12])[CH2:8][CH2:9][CH3:10])[C:4]([OH:15])=[O:3], predict the reactants needed to synthesize it. The reactants are: C([O:3][C:4](=[O:15])[C:5]([C:13]#[N:14])=[CH:6][C:7]([CH3:12])([CH3:11])[CH2:8][CH:9]=[CH2:10])C.[H][H].[ClH:18]. (7) Given the product [CH3:1][O:2][C:3](=[O:30])[CH2:4][C:5]1[CH:6]=[C:7]([C:11]2[C:16]([O:17][CH3:18])=[CH:15][CH:14]=[CH:13][C:12]=2[CH2:19][N:20]([CH2:31][CH3:32])[CH2:21][CH2:22][CH2:23][N:24]2[CH2:28][CH2:27][CH2:26][C:25]2=[O:29])[CH:8]=[CH:9][CH:10]=1, predict the reactants needed to synthesize it. The reactants are: [CH3:1][O:2][C:3](=[O:30])[CH2:4][C:5]1[CH:6]=[C:7]([C:11]2[C:16]([O:17][CH3:18])=[CH:15][CH:14]=[CH:13][C:12]=2[CH2:19][NH:20][CH2:21][CH2:22][CH2:23][N:24]2[CH2:28][CH2:27][CH2:26][C:25]2=[O:29])[CH:8]=[CH:9][CH:10]=1.[CH:31](=O)[CH3:32].